From a dataset of Reaction yield outcomes from USPTO patents with 853,638 reactions. Predict the reaction yield, written as a fraction of the theoretical maximum amount of product (1.0 means a 100% yield; for example, 0.34 means a 34% yield). (1) The reactants are Cl.[F:2][C:3]1[CH:14]=[C:13]2[C:6]([NH:7][CH:8]=[C:9]2[CH2:10][CH2:11][NH2:12])=[CH:5][CH:4]=1.[OH-].[Na+].O(C(O[C:28]([CH3:31])([CH3:30])[CH3:29])=O)C(O[C:28]([CH3:31])([CH3:30])[CH3:29])=O.[CH3:32][C:33]([OH:36])(C)C. No catalyst specified. The product is [F:2][C:3]1[CH:14]=[C:13]2[C:6](=[CH:5][CH:4]=1)[NH:7][CH:8]=[C:9]2[CH2:10][CH2:11][NH:12][C:33](=[O:36])[CH2:32][C:28]([CH3:29])([CH3:30])[CH3:31]. The yield is 0.610. (2) The reactants are C(Cl)CCl.Cl.[O:6]=[C:7]1[NH:13][C:12]2[N:14]=[CH:15][C:16](/[CH:18]=[CH:19]/[C:20]([OH:22])=O)=[CH:17][C:11]=2[CH2:10][CH2:9][CH2:8]1.[CH3:23][N:24]1[C:32]2[C:27](=[CH:28][CH:29]=[CH:30][CH:31]=2)[C:26]([CH2:33][NH:34][CH3:35])=[CH:25]1.C1C=CC2N(O)N=NC=2C=1.O.C(N(C(C)C)CC)(C)C. The catalyst is CN(C=O)C. The product is [CH3:35][N:34]([CH2:33][C:26]1[C:27]2[C:32](=[CH:31][CH:30]=[CH:29][CH:28]=2)[N:24]([CH3:23])[CH:25]=1)[C:20](=[O:22])/[CH:19]=[CH:18]/[C:16]1[CH:15]=[N:14][C:12]2[NH:13][C:7](=[O:6])[CH2:8][CH2:9][CH2:10][C:11]=2[CH:17]=1. The yield is 0.480.